From a dataset of Full USPTO retrosynthesis dataset with 1.9M reactions from patents (1976-2016). Predict the reactants needed to synthesize the given product. (1) Given the product [C:1]([C:3]1[C:4]([N:18]2[CH2:19][CH:20]([C:22](=[O:23])[NH:36][S:33]([CH2:32][C:29]3[CH:30]=[CH:31][C:26]([F:25])=[C:27]([CH3:37])[CH:28]=3)(=[O:35])=[O:34])[CH2:21]2)=[N:5][C:6]([C:14]([F:16])([F:17])[F:15])=[C:7]([CH:8]=1)[C:9]([O:11][CH2:12][CH3:13])=[O:10])#[N:2], predict the reactants needed to synthesize it. The reactants are: [C:1]([C:3]1[C:4]([N:18]2[CH2:21][CH:20]([C:22](O)=[O:23])[CH2:19]2)=[N:5][C:6]([C:14]([F:17])([F:16])[F:15])=[C:7]([C:9]([O:11][CH2:12][CH3:13])=[O:10])[CH:8]=1)#[N:2].[F:25][C:26]1[CH:31]=[CH:30][C:29]([CH2:32][S:33]([NH2:36])(=[O:35])=[O:34])=[CH:28][C:27]=1[CH3:37]. (2) The reactants are: [NH2:1][CH:2]1[C:8]2[CH:9]=[CH:10][CH2:11][CH2:12][C:7]=2[CH2:6][CH2:5][N:4]([CH3:13])[C:3]1=[O:14].[C:15]1([CH3:42])[CH:20]=[CH:19][C:18]([C:21]([C@@:23]([C:39]([OH:41])=[O:40])([OH:38])[C@@:24]([C:29]([C:31]2[CH:36]=[CH:35][C:34]([CH3:37])=[CH:33][CH:32]=2)=[O:30])([OH:28])[C:25]([OH:27])=[O:26])=[O:22])=[CH:17][CH:16]=1. Given the product [C:15]1([CH3:42])[CH:20]=[CH:19][C:18]([C:21]([C@@:23]([C:39]([OH:41])=[O:40])([OH:38])[C@@:24]([C:29]([C:31]2[CH:32]=[CH:33][C:34]([CH3:37])=[CH:35][CH:36]=2)=[O:30])([OH:28])[C:25]([OH:27])=[O:26])=[O:22])=[CH:17][CH:16]=1.[NH2:1][C@H:2]1[C:8]2[CH:9]=[CH:10][CH2:11][CH2:12][C:7]=2[CH2:6][CH2:5][N:4]([CH3:13])[C:3]1=[O:14], predict the reactants needed to synthesize it.